This data is from Full USPTO retrosynthesis dataset with 1.9M reactions from patents (1976-2016). The task is: Predict the reactants needed to synthesize the given product. Given the product [N+:13]([C:9]1[CH:10]=[CH:11][CH:12]=[C:3]2[C:4]=1[C:5](=[O:6])[NH:16][CH2:2]2)([O-:15])=[O:14], predict the reactants needed to synthesize it. The reactants are: Br[CH2:2][C:3]1[CH:12]=[CH:11][CH:10]=[C:9]([N+:13]([O-:15])=[O:14])[C:4]=1[C:5](OC)=[O:6].[NH3:16].